From a dataset of Reaction yield outcomes from USPTO patents with 853,638 reactions. Predict the reaction yield, written as a fraction of the theoretical maximum amount of product (1.0 means a 100% yield; for example, 0.34 means a 34% yield). (1) The reactants are [OH:1][C:2]1[CH:9]=[C:8]([Br:10])[CH:7]=[CH:6][C:3]=1[CH:4]=O.[NH2:11][C:12]1[CH:17]=[CH:16][CH:15]=[CH:14][CH:13]=1. The yield is 0.440. The catalyst is C(O)(C)C. The product is [Br:10][C:8]1[CH:7]=[CH:6][C:3](/[CH:4]=[N:11]/[C:12]2[CH:17]=[CH:16][CH:15]=[CH:14][CH:13]=2)=[C:2]([OH:1])[CH:9]=1. (2) The reactants are [CH3:1][O:2][CH2:3][CH2:4][NH:5][CH3:6].CC(C1C=C(C(C)C)C(C2C=CC=CC=2P(C2CCCCC2)C2CCCCC2)=C(C(C)C)C=1)C.CC([O-])(C)C.[Na+].Br[C:48]1[CH:49]=[C:50]2[C:59](=[C:60]3[C:65]=1[CH:64]=[CH:63][CH:62]=[N:61]3)[NH:58][S:57](=[O:67])(=[O:66])[C:56]1[C:51]2=[CH:52][CH:53]=[CH:54][CH:55]=1. The catalyst is C1C=CC(/C=C/C(/C=C/C2C=CC=CC=2)=O)=CC=1.C1C=CC(/C=C/C(/C=C/C2C=CC=CC=2)=O)=CC=1.C1C=CC(/C=C/C(/C=C/C2C=CC=CC=2)=O)=CC=1.[Pd].[Pd].C1(C)C=CC=CC=1. The product is [O:66]=[S:57]1(=[O:67])[C:56]2[C:51](=[CH:52][CH:53]=[CH:54][CH:55]=2)[C:50]2[C:59](=[C:60]3[C:65](=[C:48]([N:5]([CH2:4][CH2:3][O:2][CH3:1])[CH3:6])[CH:49]=2)[CH:64]=[CH:63][CH:62]=[N:61]3)[NH:58]1. The yield is 0.100. (3) The reactants are [C:1]1([C:7](=O)[CH2:8][C:9]([O:11]CCC#N)=[O:10])[CH:6]=[CH:5][CH:4]=[CH:3][CH:2]=1.[N+:17]([C:20]1[CH:27]=[CH:26][C:23]([CH:24]=O)=[CH:22][CH:21]=1)([O-:19])=[O:18].[NH2:28]/[C:29](/[CH3:35])=[CH:30]\[C:31]([O:33][CH3:34])=[O:32]. The product is [CH3:34][O:33][C:31]([C:30]1[CH:24]([C:23]2[CH:26]=[CH:27][C:20]([N+:17]([O-:19])=[O:18])=[CH:21][CH:22]=2)[C:8]([C:9]([OH:11])=[O:10])=[C:7]([C:1]2[CH:2]=[CH:3][CH:4]=[CH:5][CH:6]=2)[NH:28][C:29]=1[CH3:35])=[O:32]. The yield is 0.550. The catalyst is C(O)(C)C. (4) The reactants are [Br:1][C:2]1[CH:3]=[C:4]([N+:9]([O-])=O)[C:5]([Cl:8])=[N:6][CH:7]=1.O.O.Cl[Sn]Cl.[OH-].[Na+]. The catalyst is Cl. The product is [NH2:9][C:4]1[C:5]([Cl:8])=[N:6][CH:7]=[C:2]([Br:1])[CH:3]=1. The yield is 0.890. (5) The reactants are [OH:1][C@H:2]1[C@H:10]([CH3:11])[O:9][C:8](=[O:12])[C@@H:7]([N:13]([CH2:21][O:22][CH3:23])[C:14](=[O:20])[O:15][C:16]([CH3:19])([CH3:18])[CH3:17])[CH2:6][CH2:5][CH2:4][C@@H:3]1[CH2:24][C:25]1[CH:30]=[CH:29][C:28]([O:31][CH3:32])=[CH:27][CH:26]=1.CCN(CC)CC.[CH:40]1([C:45](Cl)=[O:46])[CH2:44][CH2:43][CH2:42][CH2:41]1. The catalyst is CN(C1C=CN=CC=1)C.C(Cl)Cl. The product is [CH:40]1([C:45]([O:1][C@@H:2]2[C@@H:3]([CH2:24][C:25]3[CH:30]=[CH:29][C:28]([O:31][CH3:32])=[CH:27][CH:26]=3)[CH2:4][CH2:5][CH2:6][C@H:7]([N:13]([C:14]([O:15][C:16]([CH3:19])([CH3:17])[CH3:18])=[O:20])[CH2:21][O:22][CH3:23])[C:8](=[O:12])[O:9][C@H:10]2[CH3:11])=[O:46])[CH2:44][CH2:43][CH2:42][CH2:41]1. The yield is 0.350.